This data is from Experimentally validated miRNA-target interactions with 360,000+ pairs, plus equal number of negative samples. The task is: Binary Classification. Given a miRNA mature sequence and a target amino acid sequence, predict their likelihood of interaction. The miRNA is hsa-miR-3934-5p with sequence UCAGGUGUGGAAACUGAGGCAG. The protein sequence of the target gene is MNIHRSTPITIARYGRSRNKTQDFEELSSIRSAEPSQSFSPNLGSPSPPETPNLSHCVSCIGKYLLLEPLEGDHVFRAVHLHSGEELVCKVFEISCYQESLAPCFCLSAHSNINQITEILLGETKAYVFFERSYGDMHSFVRTCKKLREEEAARLFYQIASAVAHCHDGGLVLRDLKLRKFIFKDEERTRVKLESLEDAYILRGDDDSLSDKHGCPAYVSPEILNTSGSYSGKAADVWSLGVMLYTMLVGRYPFHDIEPSSLFSKIRRGQFNIPETLSPKAKCLIRSILRREPSERLTSQ.... Result: 0 (no interaction).